From a dataset of Full USPTO retrosynthesis dataset with 1.9M reactions from patents (1976-2016). Predict the reactants needed to synthesize the given product. (1) The reactants are: [Cl:1][C:2]1[CH:7]=[CH:6][C:5]([N:8]2[CH:12]=[CH:11][CH:10]=[C:9]2[CH:13]([OH:22])[C:14]([CH3:21])([CH3:20])[C:15]([O:17][CH2:18][CH3:19])=[O:16])=[C:4](C2C=CC=C(OC)C=2OC)[C:3]=1O.O=P12OP3(OP(OP(O3)(O1)=O)(=O)O2)=O.[C:48]([O:51][CH2:52][CH3:53])(=O)C. Given the product [Cl:1][C:2]1[CH:7]=[CH:6][C:5]2[N:8]3[CH:12]=[CH:11][CH:10]=[C:9]3[CH:13]([C:14]([CH3:21])([CH3:20])[C:15]([O:17][CH2:18][CH3:19])=[O:16])[O:22][CH:20]([C:14]3[CH:13]=[CH:9][CH:53]=[C:52]([O:51][CH3:48])[C:15]=3[O:17][CH3:18])[C:4]=2[CH:3]=1, predict the reactants needed to synthesize it. (2) Given the product [CH2:19]([S:21][C:14]1[C:13]2[C:8](=[CH:9][CH:10]=[C:11]([OH:17])[CH:12]=2)[N:7]=[C:6]([C:4]([OH:3])=[O:5])[N:15]=1)[CH3:20], predict the reactants needed to synthesize it. The reactants are: C([O:3][C:4]([C:6]1[N:15]=[C:14](Cl)[C:13]2[C:8](=[CH:9][CH:10]=[C:11]([O:17]C)[CH:12]=2)[N:7]=1)=[O:5])C.[CH2:19]([S-:21])[CH3:20].[Na+].O.C(O)(=O)CC(CC(O)=O)(C(O)=O)O. (3) The reactants are: [CH3:1][S:2]([C:5]1[CH:6]=[C:7]([CH:11]=[CH:12][CH:13]=1)[C:8](O)=[O:9])(=[O:4])=[O:3].B.C1COCC1. Given the product [CH3:1][S:2]([C:5]1[CH:6]=[C:7]([CH2:8][OH:9])[CH:11]=[CH:12][CH:13]=1)(=[O:3])=[O:4], predict the reactants needed to synthesize it. (4) Given the product [N+:58]([C:61]1[CH:73]=[CH:72][C:64]([O:65][CH:66]2[CH2:71][CH2:70][N:69]([C:19](=[O:20])[CH2:18][CH2:17][CH2:16][N:13]3[CH2:14][CH2:15][N:10]([C:7]4[CH:8]=[CH:9][C:4]([C:3]([F:23])([F:2])[F:22])=[CH:5][CH:6]=4)[CH2:11][CH2:12]3)[CH2:68][CH2:67]2)=[CH:63][C:62]=1[C:74]([F:77])([F:75])[F:76])([O-:60])=[O:59], predict the reactants needed to synthesize it. The reactants are: [Li+].[F:2][C:3]([F:23])([F:22])[C:4]1[CH:9]=[CH:8][C:7]([N:10]2[CH2:15][CH2:14][N:13]([CH2:16][CH2:17][CH2:18][C:19]([O-])=[O:20])[CH2:12][CH2:11]2)=[CH:6][CH:5]=1.C(N(C(C)C)CC)(C)C.F[P-](F)(F)(F)(F)F.CN(C)C(ON1C2C=CC=CC=2N=N1)=[N+](C)C.Cl.[N+:58]([C:61]1[CH:73]=[CH:72][C:64]([O:65][CH:66]2[CH2:71][CH2:70][NH:69][CH2:68][CH2:67]2)=[CH:63][C:62]=1[C:74]([F:77])([F:76])[F:75])([O-:60])=[O:59].